Predict which catalyst facilitates the given reaction. From a dataset of Catalyst prediction with 721,799 reactions and 888 catalyst types from USPTO. (1) Reactant: Cl.[NH2:2][CH2:3][C@@H:4]([C:6]1[C:14]2[S:13][C:12](=[O:15])[NH:11][C:10]=2[C:9]([O:16][CH2:17][C:18]2[CH:23]=[CH:22][CH:21]=[CH:20][CH:19]=2)=[CH:8][CH:7]=1)[OH:5].[CH2:24]([O:32][CH2:33][CH2:34][N:35]1[CH2:40][CH2:39][CH:38]([CH:41]=O)[CH2:37][CH2:36]1)[CH2:25][C:26]1[CH:31]=[CH:30][CH:29]=[CH:28][CH:27]=1.C([BH3-])#N.[Na+].N. Product: [CH2:17]([O:16][C:9]1[C:10]2[NH:11][C:12](=[O:15])[S:13][C:14]=2[C:6]([C@@H:4]([OH:5])[CH2:3][NH:2][CH2:41][CH:38]2[CH2:37][CH2:36][N:35]([CH2:34][CH2:33][O:32][CH2:24][CH2:25][C:26]3[CH:27]=[CH:28][CH:29]=[CH:30][CH:31]=3)[CH2:40][CH2:39]2)=[CH:7][CH:8]=1)[C:18]1[CH:19]=[CH:20][CH:21]=[CH:22][CH:23]=1. The catalyst class is: 130. (2) Reactant: [O:1]=[C:2]1[CH:7]=[C:6]([CH:8]2[CH2:13][CH2:12][N:11](C(OC(C)(C)C)=O)[CH2:10][CH2:9]2)[N:5]2[N:21]=[C:22]3[CH:27]=[N:26][CH:25]=[CH:24][C:23]3=[C:4]2[NH:3]1.[ClH:28]. Product: [ClH:28].[NH:11]1[CH2:12][CH2:13][CH:8]([C:6]2[N:5]3[N:21]=[C:22]4[CH:27]=[N:26][CH:25]=[CH:24][C:23]4=[C:4]3[NH:3][C:2](=[O:1])[CH:7]=2)[CH2:9][CH2:10]1. The catalyst class is: 71.